This data is from Forward reaction prediction with 1.9M reactions from USPTO patents (1976-2016). The task is: Predict the product of the given reaction. The product is: [Cl:1][C:2]1[CH:3]=[CH:4][C:5]([C:25]#[N:26])=[C:6]([C:8]2[C:13]([O:14][CH3:15])=[CH:12][N:11]([CH:16]([CH2:20][CH2:21][O:22][CH3:23])[C:17]([NH:38][C:35]3[CH:36]=[CH:37][C:32]4[N:33]([C:29]([CH2:27][CH3:28])=[N:30][N:31]=4)[CH:34]=3)=[O:19])[C:10](=[O:24])[CH:9]=2)[CH:7]=1. Given the reactants [Cl:1][C:2]1[CH:3]=[CH:4][C:5]([C:25]#[N:26])=[C:6]([C:8]2[C:13]([O:14][CH3:15])=[CH:12][N:11]([CH:16]([CH2:20][CH2:21][O:22][CH3:23])[C:17]([OH:19])=O)[C:10](=[O:24])[CH:9]=2)[CH:7]=1.[CH2:27]([C:29]1[N:33]2[CH:34]=[C:35]([NH2:38])[CH:36]=[CH:37][C:32]2=[N:31][N:30]=1)[CH3:28].C(N(CC)CC)C.C(P1(=O)OP(CCC)(=O)OP(CCC)(=O)O1)CC, predict the reaction product.